This data is from Forward reaction prediction with 1.9M reactions from USPTO patents (1976-2016). The task is: Predict the product of the given reaction. (1) Given the reactants [Cl:1][C:2]1[CH:3]=[C:4]([CH:32]=[C:33]([C:36]([F:39])([F:38])[F:37])[C:34]=1[OH:35])[CH2:5][C@@H:6]([CH2:11][C:12](=[O:31])[N:13]1[CH2:18][CH2:17][CH:16]([N:19]2[CH2:25][CH2:24][C:23]3[CH:26]=[CH:27][CH:28]=[CH:29][C:22]=3[NH:21][C:20]2=[O:30])[CH2:15][CH2:14]1)[C:7]([O:9]C)=[O:8].[OH-].[Li+], predict the reaction product. The product is: [Cl:1][C:2]1[CH:3]=[C:4]([CH:32]=[C:33]([C:36]([F:39])([F:37])[F:38])[C:34]=1[OH:35])[CH2:5][C@@H:6]([CH2:11][C:12](=[O:31])[N:13]1[CH2:14][CH2:15][CH:16]([N:19]2[CH2:25][CH2:24][C:23]3[CH:26]=[CH:27][CH:28]=[CH:29][C:22]=3[NH:21][C:20]2=[O:30])[CH2:17][CH2:18]1)[C:7]([OH:9])=[O:8]. (2) Given the reactants FC1C=C(C2C(C)=C(O)C(=O)N(CC(C)C)N=2)C=CC=1C.[C:22]([C:25]1[C:26](=[O:41])[N:27]([CH2:37][CH:38]([CH3:40])[CH3:39])[N:28]=[C:29]([C:31]2[CH:36]=[CH:35][CH:34]=[CH:33][CH:32]=2)[CH:30]=1)(O)=[O:23], predict the reaction product. The product is: [OH:23][CH2:22][C:25]1[C:26](=[O:41])[N:27]([CH2:37][CH:38]([CH3:39])[CH3:40])[N:28]=[C:29]([C:31]2[CH:36]=[CH:35][CH:34]=[CH:33][CH:32]=2)[CH:30]=1. (3) Given the reactants [Br:1][C:2]1[N:7]=[C:6]([CH2:8][C:9]([O:11][CH3:12])=[O:10])[CH:5]=[CH:4][CH:3]=1.C1C(=O)N([Br:20])C(=O)C1.C(OOC(=O)C1C=CC=CC=1)(=O)C1C=CC=CC=1, predict the reaction product. The product is: [Br:20][CH:8]([C:6]1[CH:5]=[CH:4][CH:3]=[C:2]([Br:1])[N:7]=1)[C:9]([O:11][CH3:12])=[O:10].